This data is from Full USPTO retrosynthesis dataset with 1.9M reactions from patents (1976-2016). The task is: Predict the reactants needed to synthesize the given product. (1) Given the product [C:1]([CH2:8][N:9]1[CH2:20][CH2:19][NH:18][CH2:17][CH2:16][N:15]([CH2:21][C:22]([O:24][C:25]([CH3:27])([CH3:28])[CH3:26])=[O:23])[CH2:14][CH2:13][N:12]([CH2:29][C:30]2[CH:31]=[CH:32][C:33]([NH2:36])=[CH:34][CH:35]=2)[CH2:11][CH2:10]1)([O:3][C:4]([CH3:5])([CH3:6])[CH3:7])=[O:2], predict the reactants needed to synthesize it. The reactants are: [C:1]([CH2:8][N:9]1[CH2:20][CH2:19][NH:18][CH2:17][CH2:16][N:15]([CH2:21][C:22]([O:24][C:25]([CH3:28])([CH3:27])[CH3:26])=[O:23])[CH2:14][CH2:13][N:12]([CH2:29][C:30]2[CH:35]=[CH:34][C:33]([N+:36]([O-])=O)=[CH:32][CH:31]=2)[CH2:11][CH2:10]1)([O:3][C:4]([CH3:7])([CH3:6])[CH3:5])=[O:2].CCOCC. (2) Given the product [Cl:1][C:2]1[CH:10]=[C:9]2[C:5]([C:6]([CH2:25][C:24]3[CH:27]=[CH:28][C:21]([Cl:20])=[CH:22][CH:23]=3)([C:12]3[CH:17]=[CH:16][CH:15]=[C:14]([O:18][CH3:19])[CH:13]=3)[C:7](=[O:11])[NH:8]2)=[CH:4][CH:3]=1, predict the reactants needed to synthesize it. The reactants are: [Cl:1][C:2]1[CH:10]=[C:9]2[C:5]([CH:6]([C:12]3[CH:17]=[CH:16][CH:15]=[C:14]([O:18][CH3:19])[CH:13]=3)[C:7](=[O:11])[NH:8]2)=[CH:4][CH:3]=1.[Cl:20][C:21]1[CH:28]=[CH:27][C:24]([CH2:25]Br)=[CH:23][CH:22]=1.[I-].[K+].C(=O)([O-])[O-].[K+].[K+]. (3) The reactants are: [Cl:1][C:2]1[CH:7]=[CH:6][C:5]([CH2:8][C@H:9]([NH:15][C:16](=[O:22])[O:17][C:18]([CH3:21])([CH3:20])[CH3:19])[CH2:10][NH:11][C:12]([NH2:14])=[S:13])=[CH:4][CH:3]=1.Br[CH:24]([C:30]1[CH:35]=[CH:34][C:33]([F:36])=[C:32]([F:37])[CH:31]=1)[C:25](OCC)=[O:26]. Given the product [C:18]([O:17][C:16](=[O:22])[NH:15][C@@H:9]([CH2:8][C:5]1[CH:4]=[CH:3][C:2]([Cl:1])=[CH:7][CH:6]=1)[CH2:10][NH:11][C:12]1[S:13][C:24]([C:30]2[CH:35]=[CH:34][C:33]([F:36])=[C:32]([F:37])[CH:31]=2)=[C:25]([OH:26])[N:14]=1)([CH3:19])([CH3:21])[CH3:20], predict the reactants needed to synthesize it. (4) The reactants are: [OH:1][C:2]1[CH:12]=[CH:11][C:5]([C:6]([O:8][CH2:9][CH3:10])=[O:7])=[CH:4][CH:3]=1.[I:13]Cl. Given the product [OH:1][C:2]1[CH:3]=[CH:4][C:5]([C:6]([O:8][CH2:9][CH3:10])=[O:7])=[CH:11][C:12]=1[I:13], predict the reactants needed to synthesize it. (5) Given the product [O:26]1[CH2:27][CH2:28][N:23]([C:5]2[C:6]3[N:7]([CH:8]=[C:9]([CH2:11][CH2:12][C:13]4[CH:22]=[CH:21][C:20]5[C:15](=[CH:16][CH:17]=[CH:18][CH:19]=5)[N:14]=4)[N:10]=3)[C:2]([C:35]3[CH:40]=[CH:39][C:38]([N:41]4[C:45](=[O:46])[N:44]([CH2:47][O:48][CH2:49][CH2:50][Si:51]([CH3:54])([CH3:53])[CH3:52])[N:43]=[N:42]4)=[CH:37][CH:36]=3)=[CH:3][N:4]=2)[CH2:24][CH2:25]1, predict the reactants needed to synthesize it. The reactants are: Br[C:2]1[N:7]2[CH:8]=[C:9]([CH2:11][CH2:12][C:13]3[CH:22]=[CH:21][C:20]4[C:15](=[CH:16][CH:17]=[CH:18][CH:19]=4)[N:14]=3)[N:10]=[C:6]2[C:5]([N:23]2[CH2:28][CH2:27][O:26][CH2:25][CH2:24]2)=[N:4][CH:3]=1.CC1(C)OB([C:35]2[CH:40]=[CH:39][C:38]([N:41]3[C:45](=[O:46])[N:44]([CH2:47][O:48][CH2:49][CH2:50][Si:51]([CH3:54])([CH3:53])[CH3:52])[NH:43][NH:42]3)=[CH:37][CH:36]=2)OC1(C)C.